From a dataset of Forward reaction prediction with 1.9M reactions from USPTO patents (1976-2016). Predict the product of the given reaction. Given the reactants [F:1][C:2]([F:31])([F:30])[CH2:3][NH:4][C:5]([C:7]1([CH2:20][CH2:21][CH2:22][CH2:23][N:24]2[CH2:29][CH2:28][NH:27][CH2:26][CH2:25]2)[C:19]2[CH:18]=[CH:17][CH:16]=[CH:15][C:14]=2[C:13]2[C:8]1=[CH:9][CH:10]=[CH:11][CH:12]=2)=[O:6].[C:32]1([CH2:38][CH2:39][CH2:40][C:41](Cl)=[O:42])[CH:37]=[CH:36][CH:35]=[CH:34][CH:33]=1, predict the reaction product. The product is: [F:31][C:2]([F:30])([F:1])[CH2:3][NH:4][C:5]([C:7]1([CH2:20][CH2:21][CH2:22][CH2:23][N:24]2[CH2:25][CH2:26][N:27]([C:41](=[O:42])[CH2:40][CH2:39][CH2:38][C:32]3[CH:37]=[CH:36][CH:35]=[CH:34][CH:33]=3)[CH2:28][CH2:29]2)[C:8]2[CH:9]=[CH:10][CH:11]=[CH:12][C:13]=2[C:14]2[C:19]1=[CH:18][CH:17]=[CH:16][CH:15]=2)=[O:6].